Dataset: Forward reaction prediction with 1.9M reactions from USPTO patents (1976-2016). Task: Predict the product of the given reaction. (1) The product is: [NH2:10][CH2:9][CH2:8][CH2:7][O:6][C:5]1[CH:18]=[CH:19][C:2]([Cl:1])=[CH:3][C:4]=1[NH:20][C:21]([NH:23][C:24]1[CH:29]=[N:28][C:27]([C:30]#[N:31])=[CH:26][N:25]=1)=[O:22]. Given the reactants [Cl:1][C:2]1[CH:19]=[CH:18][C:5]([O:6][CH2:7][CH2:8][CH2:9][NH:10]C(=O)OC(C)(C)C)=[C:4]([NH:20][C:21]([NH:23][C:24]2[CH:29]=[N:28][C:27]([C:30]#[N:31])=[CH:26][N:25]=2)=[O:22])[CH:3]=1, predict the reaction product. (2) The product is: [C:21]([C:12]1[CH:11]([C:8]2[CH:9]=[C:10]3[C:5](=[CH:6][CH:7]=2)[N:4]([C:23]([O:25][C:26]([CH3:29])([CH3:28])[CH3:27])=[O:24])[N:3]=[C:2]3[NH:1][S:33]([CH2:30][CH2:31][CH3:32])(=[O:35])=[O:34])[C:16]([C:17]#[N:18])=[C:15]([CH3:19])[NH:14][C:13]=1[CH3:20])#[N:22]. Given the reactants [NH2:1][C:2]1[C:10]2[C:5](=[CH:6][CH:7]=[C:8]([CH:11]3[C:16]([C:17]#[N:18])=[C:15]([CH3:19])[NH:14][C:13]([CH3:20])=[C:12]3[C:21]#[N:22])[CH:9]=2)[N:4]([C:23]([O:25][C:26]([CH3:29])([CH3:28])[CH3:27])=[O:24])[N:3]=1.[CH2:30]([S:33](Cl)(=[O:35])=[O:34])[CH2:31][CH3:32].C(N(CC)CC)C, predict the reaction product. (3) Given the reactants [NH2:1][C:2]1[C:7]([C:8]([C:10]2[CH:15]=[C:14]([F:16])[CH:13]=[CH:12][C:11]=2[O:17][CH3:18])=[O:9])=[CH:6][N:5]=[C:4](S(C)=O)[N:3]=1.[O:22]1[CH2:27][CH2:26][CH:25]([NH2:28])[CH2:24][CH2:23]1.O, predict the reaction product. The product is: [NH2:1][C:2]1[C:7]([C:8]([C:10]2[CH:15]=[C:14]([F:16])[CH:13]=[CH:12][C:11]=2[O:17][CH3:18])=[O:9])=[CH:6][N:5]=[C:4]([NH:28][CH:25]2[CH2:26][CH2:27][O:22][CH2:23][CH2:24]2)[N:3]=1. (4) Given the reactants [H-].[Al+3].[Li+].[H-].[H-].[H-].[CH2:7]([C:9]1[CH:10]=[C:11]([CH:16]=[CH:17][CH:18]=1)[C:12](OC)=[O:13])[CH3:8], predict the reaction product. The product is: [CH2:7]([C:9]1[CH:10]=[C:11]([CH2:12][OH:13])[CH:16]=[CH:17][CH:18]=1)[CH3:8]. (5) Given the reactants Cl[CH2:2][C@H:3]1[O:8][C:7]([CH3:10])([CH3:9])[O:6][C@@H:5]([CH2:11][C:12]([O:14][CH2:15][CH3:16])=[O:13])[CH2:4]1.[C:17]([O-:20])(=[O:19])[CH3:18].[Na+], predict the reaction product. The product is: [C:17]([O:20][CH2:2][C@H:3]1[O:8][C:7]([CH3:10])([CH3:9])[O:6][C@@H:5]([CH2:11][C:12]([O:14][CH2:15][CH3:16])=[O:13])[CH2:4]1)(=[O:19])[CH3:18]. (6) Given the reactants [NH:1]1[CH:5]=[CH:4][C:3]([C:6]2[C:14]3[C:9](=[CH:10][N:11]=[C:12]([C:15]4[CH:16]=[N:17][CH:18]=[CH:19][CH:20]=4)[CH:13]=3)[N:8]([CH:21]3[CH2:26][CH2:25][CH2:24][CH2:23][O:22]3)[N:7]=2)=[N:2]1.[C:27]([N:34]1[CH2:39][CH2:38][CH:37](Br)[CH2:36][CH2:35]1)([O:29][C:30]([CH3:33])([CH3:32])[CH3:31])=[O:28].C(=O)([O-])[O-].[Cs+].[Cs+], predict the reaction product. The product is: [N:17]1[CH:18]=[CH:19][CH:20]=[C:15]([C:12]2[CH:13]=[C:14]3[C:6]([C:3]4[CH:4]=[CH:5][N:1]([CH:37]5[CH2:38][CH2:39][N:34]([C:27]([O:29][C:30]([CH3:33])([CH3:32])[CH3:31])=[O:28])[CH2:35][CH2:36]5)[N:2]=4)=[N:7][N:8]([CH:21]4[CH2:26][CH2:25][CH2:24][CH2:23][O:22]4)[C:9]3=[CH:10][N:11]=2)[CH:16]=1.